From a dataset of Full USPTO retrosynthesis dataset with 1.9M reactions from patents (1976-2016). Predict the reactants needed to synthesize the given product. (1) Given the product [C:22]([NH:25][CH2:26][CH2:27][NH:28][C:2]1[C:11]2[C:6](=[CH:7][CH:8]=[C:9]3[S:14](=[O:16])(=[O:15])[CH2:13][CH2:12][C:10]3=2)[N:5]=[CH:4][C:3]=1[C:17]([O:19][CH2:20][CH3:21])=[O:18])(=[O:24])[CH3:23], predict the reactants needed to synthesize it. The reactants are: Cl[C:2]1[C:11]2[C:6](=[CH:7][CH:8]=[C:9]3[S:14](=[O:16])(=[O:15])[CH2:13][CH2:12][C:10]3=2)[N:5]=[CH:4][C:3]=1[C:17]([O:19][CH2:20][CH3:21])=[O:18].[C:22]([NH:25][CH2:26][CH2:27][NH2:28])(=[O:24])[CH3:23]. (2) Given the product [OH:21][N:23]=[C:26]([Br:8])[CH2:3][C:2]([F:7])([F:6])[F:1], predict the reactants needed to synthesize it. The reactants are: [F:1][C:2]([F:7])([F:6])[CH:3]=NO.[Br:8]N1C(=O)CCC1=O.C(OCC)C.[OH2:21].C[N:23]([CH3:26])C=O. (3) The reactants are: Br[C:2]1[CH:3]=[CH:4][C:5]2[S:9][CH:8]=[N:7][C:6]=2[CH:10]=1.[CH:11]1(B(O)O)[CH2:13][CH2:12]1.P([O-])([O-])([O-])=O.[K+].[K+].[K+].C1(P(C2CCCCC2)C2CCCCC2)CCCCC1.[H+].[B-](F)(F)(F)F. Given the product [CH:11]1([C:2]2[CH:3]=[CH:4][C:5]3[S:9][CH:8]=[N:7][C:6]=3[CH:10]=2)[CH2:13][CH2:12]1, predict the reactants needed to synthesize it. (4) Given the product [C:25]1([C:18]2[O:19][C:20]([C:21]([F:22])([F:23])[F:24])=[C:16]([C:14]([NH:13][C:10]3[CH:9]=[CH:8][C:7]([CH:4]4[CH2:5][CH2:6][N:1]([C:32]5[CH:40]=[CH:39][C:35]([C:36]([OH:38])=[O:37])=[CH:34][N:33]=5)[CH2:2][CH2:3]4)=[CH:12][CH:11]=3)=[O:15])[N:17]=2)[CH:30]=[CH:29][CH:28]=[CH:27][CH:26]=1, predict the reactants needed to synthesize it. The reactants are: [NH:1]1[CH2:6][CH2:5][CH:4]([C:7]2[CH:12]=[CH:11][C:10]([NH:13][C:14]([C:16]3[N:17]=[C:18]([C:25]4[CH:30]=[CH:29][CH:28]=[CH:27][CH:26]=4)[O:19][C:20]=3[C:21]([F:24])([F:23])[F:22])=[O:15])=[CH:9][CH:8]=2)[CH2:3][CH2:2]1.F[C:32]1[CH:40]=[CH:39][C:35]([C:36]([OH:38])=[O:37])=[CH:34][N:33]=1.C(=O)([O-])[O-].[K+].[K+]. (5) Given the product [F:1][C:2]1[CH:26]=[CH:25][C:5]([CH2:6][N:7]2[CH2:16][CH2:15][C:14]3[C:9](=[C:10]([O:22][CH3:23])[C:11](=[O:21])[N:12]([CH3:20])[C:13]=3[C:17]([N:45]([CH3:47])[CH3:46])=[O:18])[C:8]2=[O:24])=[CH:4][CH:3]=1, predict the reactants needed to synthesize it. The reactants are: [F:1][C:2]1[CH:26]=[CH:25][C:5]([CH2:6][N:7]2[CH2:16][CH2:15][C:14]3[C:9](=[C:10]([O:22][CH3:23])[C:11](=[O:21])[N:12]([CH3:20])[C:13]=3[C:17](O)=[O:18])[C:8]2=[O:24])=[CH:4][CH:3]=1.F[P-](F)(F)(F)(F)F.N1(O[P+](N(C)C)(N(C)C)[N:45]([CH3:47])[CH3:46])C2C=CC=CC=2N=N1.CNC. (6) Given the product [N:32]([CH2:12][CH:13]1[CH2:17][C:16]2[CH:18]=[CH:19][CH:20]=[C:21]([C:22]3[CH:27]=[CH:26][CH:25]=[C:24]([C:28]([F:31])([F:30])[F:29])[CH:23]=3)[C:15]=2[O:14]1)=[N+:33]=[N-:34], predict the reactants needed to synthesize it. The reactants are: CC1C=CC(S(O[CH2:12][CH:13]2[CH2:17][C:16]3[CH:18]=[CH:19][CH:20]=[C:21]([C:22]4[CH:27]=[CH:26][CH:25]=[C:24]([C:28]([F:31])([F:30])[F:29])[CH:23]=4)[C:15]=3[O:14]2)(=O)=O)=CC=1.[N-:32]=[N+:33]=[N-:34].[Na+].N(CC1CC2C=C(Cl)C=C(C3C=CSC=3)C=2O1)=[N+]=[N-].